From a dataset of Full USPTO retrosynthesis dataset with 1.9M reactions from patents (1976-2016). Predict the reactants needed to synthesize the given product. (1) Given the product [Br:1][C:2]1[N:7]=[CH:6][C:5]([O:8][CH2:20][CH2:21][CH2:22][NH:23][C:24](=[O:25])[O:26][CH2:27][C:28]2[CH:33]=[CH:32][CH:31]=[CH:30][CH:29]=2)=[CH:4][N:3]=1, predict the reactants needed to synthesize it. The reactants are: [Br:1][C:2]1[N:7]=[CH:6][C:5]([OH:8])=[CH:4][N:3]=1.CC1C=CC(S(O[CH2:20][CH2:21][CH2:22][NH:23][C:24]([O:26][CH2:27][C:28]2[CH:33]=[CH:32][CH:31]=[CH:30][CH:29]=2)=[O:25])(=O)=O)=CC=1.C(=O)([O-])[O-].[K+].[K+]. (2) Given the product [CH3:1][C:2]1[C:7]([NH:8][C:9]([CH:11]2[N:16]([CH3:17])[CH2:15][CH2:14][CH2:13][CH2:12]2)=[O:10])=[C:6]([CH3:18])[CH:5]=[CH:4][CH:3]=1, predict the reactants needed to synthesize it. The reactants are: [CH3:1][C:2]1[C:7]([NH:8][C:9]([CH:11]2[N:16]([CH3:17])[CH2:15][CH2:14][CH2:13][CH2:12]2)=[O:10])=[C:6]([CH3:18])[CH:5]=[CH:4][CH:3]=1.Cl.C(=O)([O-])[O-]. (3) Given the product [CH2:1]([C:5]1[O:6][C:7]2[CH:22]=[CH:21][CH:20]=[CH:19][C:8]=2[C:9]=1[CH2:10][C:11]1[CH:12]=[CH:13][C:14]([OH:17])=[CH:15][CH:16]=1)[CH2:2][CH2:3][CH3:4], predict the reactants needed to synthesize it. The reactants are: [CH2:1]([C:5]1[O:6][C:7]2[CH:22]=[CH:21][CH:20]=[CH:19][C:8]=2[C:9]=1[CH:10](O)[C:11]1[CH:16]=[CH:15][C:14]([OH:17])=[CH:13][CH:12]=1)[CH2:2][CH2:3][CH3:4].C([SiH](CC)CC)C. (4) Given the product [NH2:18][C:3]1[CH:4]=[C:5]([O:8][C:9]2[CH:14]=[CH:13][C:12]([CH:15]([OH:17])[CH3:16])=[CH:11][CH:10]=2)[CH:6]=[CH:7][C:2]=1[NH2:1], predict the reactants needed to synthesize it. The reactants are: [NH2:1][C:2]1[CH:7]=[CH:6][C:5]([O:8][C:9]2[CH:14]=[CH:13][C:12]([C:15](=[O:17])[CH3:16])=[CH:11][CH:10]=2)=[CH:4][C:3]=1[N+:18]([O-])=O.CO. (5) Given the product [CH3:1][C:2]1[S:27][C:5]2[C:6]3[C:11]([C:12]([OH:14])=[O:13])=[N:10][N:9]([C:17]4[CH:18]=[CH:19][C:20]([CH3:23])=[CH:21][CH:22]=4)[C:8](=[O:24])[C:7]=3[N:25]([CH3:26])[C:4]=2[CH:3]=1, predict the reactants needed to synthesize it. The reactants are: [CH3:1][C:2]1[S:27][C:5]2[C:6]3[C:11]([C:12]([O:14]CC)=[O:13])=[N:10][N:9]([C:17]4[CH:22]=[CH:21][C:20]([CH3:23])=[CH:19][CH:18]=4)[C:8](=[O:24])[C:7]=3[N:25]([CH3:26])[C:4]=2[CH:3]=1.[OH-].[Na+]. (6) Given the product [CH2:1]([O:8][C:9]([NH:11][C:12]12[CH2:19][CH2:18][C:15]([C:20]([O:22][CH2:28][CH3:29])=[O:21])([CH2:16][CH2:17]1)[CH2:14][CH2:13]2)=[O:10])[C:2]1[CH:3]=[CH:4][CH:5]=[CH:6][CH:7]=1, predict the reactants needed to synthesize it. The reactants are: [CH2:1]([O:8][C:9]([NH:11][C:12]12[CH2:19][CH2:18][C:15]([C:20]([OH:22])=[O:21])([CH2:16][CH2:17]1)[CH2:14][CH2:13]2)=[O:10])[C:2]1[CH:7]=[CH:6][CH:5]=[CH:4][CH:3]=1.C(=O)(O)[O-].[Na+].[CH2:28](I)[CH3:29]. (7) Given the product [F:28][C:25]1[CH:26]=[CH:27][C:22]([NH:21][C:10]2[CH:9]=[C:8]([CH:3]=[CH2:4])[CH:20]=[CH:19][C:11]=2[C:12]([O:14][C:15]([CH3:18])([CH3:17])[CH3:16])=[O:13])=[CH:23][CH:24]=1, predict the reactants needed to synthesize it. The reactants are: CO[CH2:3][CH2:4]OC.Br[C:8]1[CH:20]=[CH:19][C:11]([C:12]([O:14][C:15]([CH3:18])([CH3:17])[CH3:16])=[O:13])=[C:10]([NH:21][C:22]2[CH:27]=[CH:26][C:25]([F:28])=[CH:24][CH:23]=2)[CH:9]=1.C(B1OC(C)(C)C(C)(C)O1)=C.C(=O)([O-])[O-].[K+].[K+]. (8) Given the product [CH3:1][O:2][C:3]1([C:6]2[CH:7]=[CH:8][C:9]([C:12]#[C:13][C:14]3[CH:15]=[CH:16][C:17]([CH2:20][C:21]([OH:23])=[O:22])=[CH:18][CH:19]=3)=[CH:10][CH:11]=2)[CH2:5][CH2:4]1, predict the reactants needed to synthesize it. The reactants are: [CH3:1][O:2][C:3]1([C:6]2[CH:11]=[CH:10][C:9]([C:12]#[C:13][C:14]3[CH:19]=[CH:18][C:17]([CH2:20][C:21]([O:23]C)=[O:22])=[CH:16][CH:15]=3)=[CH:8][CH:7]=2)[CH2:5][CH2:4]1.[OH-].[Na+]. (9) Given the product [OH:16][C:15]1[C:10]2[CH2:9][CH2:8][S:7][C:6]3[CH:33]=[C:2]([N:34]4[CH2:38][CH2:37][CH2:36][CH2:35]4)[CH:3]=[CH:4][C:5]=3[C:11]=2[NH:12][C:13](=[O:21])[C:14]=1[C:17]([OH:19])=[O:18], predict the reactants needed to synthesize it. The reactants are: Br[C:2]1[CH:3]=[CH:4][C:5]2[C:11]3[N:12](CC4C=CC(OC)=CC=4OC)[C:13](=[O:21])[C:14]([C:17]([O:19]C)=[O:18])=[C:15]([OH:16])[C:10]=3[CH2:9][CH2:8][S:7][C:6]=2[CH:33]=1.[NH:34]1[CH2:38][CH2:37][CH2:36][CH2:35]1.